Dataset: Forward reaction prediction with 1.9M reactions from USPTO patents (1976-2016). Task: Predict the product of the given reaction. (1) Given the reactants [CH3:1][O:2][C:3](=[O:25])[CH:4]([NH:10][S:11]([C:14]1[CH:19]=[CH:18][C:17]([O:20][CH2:21][C:22]#[C:23][CH3:24])=[CH:16][CH:15]=1)(=[O:13])=[O:12])[CH2:5][O:6][CH2:7][CH2:8]Br.C(=O)([O-])[O-].[K+].[K+], predict the reaction product. The product is: [CH2:21]([O:20][C:17]1[CH:18]=[CH:19][C:14]([S:11]([N:10]2[CH2:8][CH2:7][O:6][CH2:5][CH:4]2[C:3]([O:2][CH3:1])=[O:25])(=[O:13])=[O:12])=[CH:15][CH:16]=1)[C:22]#[C:23][CH3:24]. (2) Given the reactants [F:1][C:2]([F:21])([F:20])[C:3]1[CH:4]=[C:5]2[CH:11]=[CH:10][N:9]([CH2:12][C:13]3[CH:18]=[CH:17][CH:16]=[C:15]([F:19])[CH:14]=3)[C:6]2=[N:7][CH:8]=1.CC[C:24]([O-:26])=[O:25].[OH-].[Na+], predict the reaction product. The product is: [F:21][C:2]([F:20])([F:1])[C:3]1[CH:4]=[C:5]2[CH:11]=[C:10]([C:24]([OH:26])=[O:25])[N:9]([CH2:12][C:13]3[CH:18]=[CH:17][CH:16]=[C:15]([F:19])[CH:14]=3)[C:6]2=[N:7][CH:8]=1. (3) Given the reactants C([O:3][C:4](=[O:27])[C@@H:5]([N:10]1[CH2:14][C:13]([O:15][C:16]2[CH:21]=[CH:20][CH:19]=[C:18]([N:22]([CH3:24])[CH3:23])[C:17]=2[F:25])=[CH:12][C:11]1=[O:26])[CH2:6][CH:7]([CH3:9])[CH3:8])C.O.[OH-].[Li+:30], predict the reaction product. The product is: [Li+:30].[CH3:24][N:22]([CH3:23])[C:18]1[C:17]([F:25])=[C:16]([CH:21]=[CH:20][CH:19]=1)[O:15][C:13]1[CH2:14][N:10]([C@@H:5]([CH2:6][CH:7]([CH3:9])[CH3:8])[C:4]([O-:27])=[O:3])[C:11](=[O:26])[CH:12]=1. (4) Given the reactants [CH3:1][O:2][C:3]1[CH:22]=[CH:21][C:6]([CH2:7][C@@H:8]2[C:12]3=[N:13][C:14]4[CH:19]=[CH:18][CH:17]=[CH:16][C:15]=4[N:11]3[C:10](=[O:20])[NH:9]2)=[CH:5][CH:4]=1.[CH3:23][N:24]1[C:32]2[C:27](=[CH:28][CH:29]=[CH:30][CH:31]=2)[C:26]([CH2:33][NH2:34])=[N:25]1.C(O)(C(F)(F)F)=O, predict the reaction product. The product is: [NH:13]1[C:14]2[CH:19]=[CH:18][CH:17]=[CH:16][C:15]=2[N:11]=[C:12]1[C@H:8]([NH:9][C:10]([NH:34][CH2:33][C:26]1[C:27]2[C:32](=[CH:31][CH:30]=[CH:29][CH:28]=2)[N:24]([CH3:23])[N:25]=1)=[O:20])[CH2:7][C:6]1[CH:21]=[CH:22][C:3]([O:2][CH3:1])=[CH:4][CH:5]=1. (5) Given the reactants Cl.Cl.[Br:3][C:4]1[CH:5]=[CH:6][C:7]2[C:8]3[N:17]([CH2:18][CH:19]4[CH2:24][CH2:23][NH:22][CH2:21][CH2:20]4)[C:16]([CH2:25][O:26][CH2:27][CH3:28])=[N:15][C:9]=3[C:10]([NH2:14])=[N:11][C:12]=2[CH:13]=1.[CH3:29][S:30](O[S:30]([CH3:29])(=[O:32])=[O:31])(=[O:32])=[O:31], predict the reaction product. The product is: [Br:3][C:4]1[CH:5]=[CH:6][C:7]2[C:8]3[N:17]([CH2:18][CH:19]4[CH2:24][CH2:23][N:22]([S:30]([CH3:29])(=[O:32])=[O:31])[CH2:21][CH2:20]4)[C:16]([CH2:25][O:26][CH2:27][CH3:28])=[N:15][C:9]=3[C:10]([NH2:14])=[N:11][C:12]=2[CH:13]=1.